Dataset: Peptide-MHC class I binding affinity with 185,985 pairs from IEDB/IMGT. Task: Regression. Given a peptide amino acid sequence and an MHC pseudo amino acid sequence, predict their binding affinity value. This is MHC class I binding data. (1) The MHC is HLA-A11:01 with pseudo-sequence HLA-A11:01. The peptide sequence is DILASIIDY. The binding affinity (normalized) is 0.0847. (2) The MHC is HLA-A26:01 with pseudo-sequence HLA-A26:01. The peptide sequence is YIALGRARV. The binding affinity (normalized) is 0.0847. (3) The peptide sequence is QASQEVKNW. The MHC is HLA-B45:01 with pseudo-sequence HLA-B45:01. The binding affinity (normalized) is 0.